From a dataset of Catalyst prediction with 721,799 reactions and 888 catalyst types from USPTO. Predict which catalyst facilitates the given reaction. (1) Reactant: [O:1]1[C:6]2[CH:7]=[CH:8][C:9]([CH2:11][N:12]([CH:20]3[CH2:25][CH2:24][N:23]([CH2:26][CH2:27][N:28]4[C:37]5[C:32](=[C:33]([CH2:40][OH:41])[CH:34]=[C:35]([O:38][CH3:39])[CH:36]=5)[CH:31]=[CH:30][C:29]4=[O:42])[CH2:22][CH2:21]3)C(=O)OC(C)(C)C)=[CH:10][C:5]=2[O:4][CH2:3][CH2:2]1.[ClH:43].C(OCC)(=O)C. Product: [ClH:43].[O:1]1[C:6]2[CH:7]=[CH:8][C:9]([CH2:11][NH:12][CH:20]3[CH2:25][CH2:24][N:23]([CH2:26][CH2:27][N:28]4[C:37]5[C:32](=[C:33]([CH2:40][OH:41])[CH:34]=[C:35]([O:38][CH3:39])[CH:36]=5)[CH:31]=[CH:30][C:29]4=[O:42])[CH2:22][CH2:21]3)=[CH:10][C:5]=2[O:4][CH2:3][CH2:2]1. The catalyst class is: 13. (2) Reactant: C(OC([N:8]([C:13]1[CH:42]=[CH:41][C:16]([C:17]([O:19][C@H:20]([C:31]2[CH:36]=[CH:35][C:34]([O:37][CH3:38])=[C:33]([O:39][CH3:40])[CH:32]=2)[CH2:21][C:22]2[C:27]([Cl:28])=[CH:26][N+:25]([O-:29])=[CH:24][C:23]=2[Cl:30])=[O:18])=[CH:15][C:14]=1[O:43][CH2:44][CH:45]1[CH2:47][CH2:46]1)[S:9]([CH3:12])(=[O:11])=[O:10])=O)(C)(C)C.O. Product: [Cl:30][C:23]1[CH:24]=[N+:25]([O-:29])[CH:26]=[C:27]([Cl:28])[C:22]=1[CH2:21][C@H:20]([O:19][C:17](=[O:18])[C:16]1[CH:41]=[CH:42][C:13]([NH:8][S:9]([CH3:12])(=[O:11])=[O:10])=[C:14]([O:43][CH2:44][CH:45]2[CH2:47][CH2:46]2)[CH:15]=1)[C:31]1[CH:36]=[CH:35][C:34]([O:37][CH3:38])=[C:33]([O:39][CH3:40])[CH:32]=1. The catalyst class is: 3. (3) Reactant: [Cl:1][C:2]1[C:3]([C:24]2[CH:29]=[CH:28][C:27]([O:30][CH3:31])=[CH:26][CH:25]=2)=[C:4]2[C:18]3[CH2:19][CH2:20][C:21](=O)[CH2:22][C:17]=3[S:16][C:5]2=[N:6][C:7]=1[CH2:8][N:9]1[C:13](=[O:14])[CH2:12][CH2:11][C:10]1=[O:15].Cl.[NH2:33][OH:34].O.CO. Product: [Cl:1][C:2]1[C:3]([C:24]2[CH:25]=[CH:26][C:27]([O:30][CH3:31])=[CH:28][CH:29]=2)=[C:4]2[C:18]3[CH2:19][CH2:20]/[C:21](=[N:33]/[OH:34])/[CH2:22][C:17]=3[S:16][C:5]2=[N:6][C:7]=1[CH2:8][N:9]1[C:13](=[O:14])[CH2:12][CH2:11][C:10]1=[O:15]. The catalyst class is: 1. (4) The catalyst class is: 1. Product: [CH3:27][NH:26][CH2:25][CH2:24][O:23][C:16]1[C:15]2[C:14]3[C:22]4=[C:10]([O:9][CH2:8][CH:7]([C:1]5[CH:6]=[CH:5][CH:4]=[CH:3][CH:2]=5)[N:21]4[C:20]=2[CH:19]=[CH:18][CH:17]=1)[CH:11]=[CH:12][CH:13]=3. Reactant: [C:1]1([CH:7]2[N:21]3[C:22]4[C:14]([C:15]5[C:16]([O:23][CH2:24][CH2:25][NH:26][CH:27]=O)=[CH:17][CH:18]=[CH:19][C:20]=53)=[CH:13][CH:12]=[CH:11][C:10]=4[O:9][CH2:8]2)[CH:6]=[CH:5][CH:4]=[CH:3][CH:2]=1.CO.